Dataset: Reaction yield outcomes from USPTO patents with 853,638 reactions. Task: Predict the reaction yield, written as a fraction of the theoretical maximum amount of product (1.0 means a 100% yield; for example, 0.34 means a 34% yield). (1) The reactants are [F:1][C:2]1[CH:3]=[C:4]([C:10]2[CH:11]=[C:12]([C:17]([O:19][CH3:20])=[O:18])[C:13](=[O:16])[NH:14][N:15]=2)[CH:5]=[CH:6][C:7]=1[O:8][CH3:9].[Cl:21][C:22]1[CH:29]=[CH:28][C:25]([CH2:26]Cl)=[CH:24][CH:23]=1. No catalyst specified. The product is [Cl:21][C:22]1[CH:29]=[CH:28][C:25]([CH2:26][N:14]2[C:13](=[O:16])[C:12]([C:17]([O:19][CH3:20])=[O:18])=[CH:11][C:10]([C:4]3[CH:5]=[CH:6][C:7]([O:8][CH3:9])=[C:2]([F:1])[CH:3]=3)=[N:15]2)=[CH:24][CH:23]=1. The yield is 0.976. (2) The reactants are [CH2:1]1[CH:5]2[CH2:6][NH:7][CH2:8][CH:4]2[CH2:3][N:2]1[C:9]1[N:14]=[C:13]([C:15]([F:18])([F:17])[F:16])[N:12]=[C:11]([N:19]([CH3:21])[CH3:20])[CH:10]=1.[N:22]1[N:23]([C:27]2[CH:35]=[CH:34][CH:33]=[CH:32][C:28]=2[C:29](O)=[O:30])[N:24]=[CH:25][CH:26]=1.CN(C(ON1N=NC2C=CC=NC1=2)=[N+](C)C)C.F[P-](F)(F)(F)(F)F.CCN(C(C)C)C(C)C. The catalyst is CN(C=O)C.C(OCC)(=O)C. The product is [CH3:20][N:19]([CH3:21])[C:11]1[CH:10]=[C:9]([N:2]2[CH2:3][CH:4]3[CH:5]([CH2:6][N:7]([C:29]([C:28]4[CH:32]=[CH:33][CH:34]=[CH:35][C:27]=4[N:23]4[N:24]=[CH:25][CH:26]=[N:22]4)=[O:30])[CH2:8]3)[CH2:1]2)[N:14]=[C:13]([C:15]([F:18])([F:17])[F:16])[N:12]=1. The yield is 0.434. (3) The reactants are [C:1]([CH2:3][CH2:4][C:5]([C:14]1[CH:19]=[CH:18][C:17]([N+:20]([O-:22])=[O:21])=[CH:16][N:15]=1)(C(OC)=O)C(OC)=O)#[N:2].[Li+].[OH-]. The catalyst is CO.O. The product is [N+:20]([C:17]1[CH:18]=[CH:19][C:14]([CH2:5][CH2:4][CH2:3][C:1]#[N:2])=[N:15][CH:16]=1)([O-:22])=[O:21]. The yield is 0.950. (4) The reactants are [OH:1][C@@H:2]1[C@H:6]([OH:7])[C@@H:5]([CH2:8][OH:9])[O:4][C@H:3]1[N:10]1[C:19]2[C:14](=[CH:15][C:16]([O:22][CH3:23])=[C:17]([O:20][CH3:21])[CH:18]=2)[C:13](=[O:24])[NH:12][C:11]1=[O:25].[CH3:26][C:27]([Si:30](OS(C(F)(F)F)(=O)=O)(OS(C(F)(F)F)(=O)=O)[C:31]([CH3:34])([CH3:33])[CH3:32])([CH3:29])[CH3:28].C(=O)(O)[O-].[Na+]. The catalyst is CN(C=O)C. The product is [C:27]([Si:30]1([C:31]([CH3:34])([CH3:33])[CH3:32])[O:7][C@H:6]2[C@@H:2]([OH:1])[C@H:3]([N:10]3[C:19]4[C:14](=[CH:15][C:16]([O:22][CH3:23])=[C:17]([O:20][CH3:21])[CH:18]=4)[C:13](=[O:24])[NH:12][C:11]3=[O:25])[O:4][C@@H:5]2[CH2:8][O:9]1)([CH3:29])([CH3:28])[CH3:26]. The yield is 0.950. (5) The reactants are [O:1]1[CH2:6][CH2:5][CH2:4][CH2:3][CH:2]1[N:7]1[C:11]2[CH:12]=[CH:13][C:14]([CH:16]=[N:17][CH3:18])=[CH:15][C:10]=2[N:9]=[CH:8]1.[BH4-].[Na+]. The catalyst is CO. The product is [CH3:18][NH:17][CH2:16][C:14]1[CH:13]=[CH:12][C:11]2[N:7]([CH:2]3[CH2:3][CH2:4][CH2:5][CH2:6][O:1]3)[CH:8]=[N:9][C:10]=2[CH:15]=1. The yield is 0.660. (6) The reactants are Cl[C:2]1[N:7]=[C:6]2[CH2:8][CH2:9][O:10][CH2:11][C:5]2=[CH:4][C:3]=1[C:12]#[N:13].C(O)(=O)C. The catalyst is C(O)C.[Zn]. The product is [N:7]1[CH:2]=[C:3]([C:12]#[N:13])[CH:4]=[C:5]2[CH2:11][O:10][CH2:9][CH2:8][C:6]=12. The yield is 0.730. (7) The reactants are Cl[CH:2]([CH:14]1[CH2:19][CH2:18][CH2:17][CH2:16][CH2:15]1)[C:3]1[O:4][C:5]2[CH:12]=[C:11]([F:13])[CH:10]=[CH:9][C:6]=2[C:7]=1[CH3:8].[NH2:20][C:21]1[CH:30]=[CH:29][C:24]([C:25]([O:27]C)=[O:26])=[CH:23][CH:22]=1.[I-].[Na+].C(=O)([O-])[O-].[Na+].[Na+].Cl.[OH-].[Na+]. The catalyst is C(O)C.O1CCCC1.CN(C)C=O. The product is [CH:14]1([CH:2]([NH:20][C:21]2[CH:30]=[CH:29][C:24]([C:25]([OH:27])=[O:26])=[CH:23][CH:22]=2)[C:3]2[O:4][C:5]3[CH:12]=[C:11]([F:13])[CH:10]=[CH:9][C:6]=3[C:7]=2[CH3:8])[CH2:19][CH2:18][CH2:17][CH2:16][CH2:15]1. The yield is 0.560.